This data is from NCI-60 drug combinations with 297,098 pairs across 59 cell lines. The task is: Regression. Given two drug SMILES strings and cell line genomic features, predict the synergy score measuring deviation from expected non-interaction effect. (1) Drug 1: C1=NC2=C(N=C(N=C2N1C3C(C(C(O3)CO)O)F)Cl)N. Drug 2: C1CCC(C(C1)N)N.C(=O)(C(=O)[O-])[O-].[Pt+4]. Cell line: OVCAR-5. Synergy scores: CSS=36.5, Synergy_ZIP=-2.34, Synergy_Bliss=3.91, Synergy_Loewe=5.18, Synergy_HSA=5.62. (2) Drug 1: CCN(CC)CCNC(=O)C1=C(NC(=C1C)C=C2C3=C(C=CC(=C3)F)NC2=O)C. Drug 2: C1CC(C1)(C2=CC=C(C=C2)C3=C(C=C4C(=N3)C=CN5C4=NNC5=O)C6=CC=CC=C6)N. Cell line: SW-620. Synergy scores: CSS=61.4, Synergy_ZIP=2.49, Synergy_Bliss=2.19, Synergy_Loewe=-9.08, Synergy_HSA=6.85. (3) Drug 1: CCC1=C2CN3C(=CC4=C(C3=O)COC(=O)C4(CC)O)C2=NC5=C1C=C(C=C5)O. Drug 2: CC12CCC3C(C1CCC2OP(=O)(O)O)CCC4=C3C=CC(=C4)OC(=O)N(CCCl)CCCl.[Na+]. Cell line: MDA-MB-231. Synergy scores: CSS=21.7, Synergy_ZIP=-5.66, Synergy_Bliss=-8.20, Synergy_Loewe=-23.0, Synergy_HSA=-4.46. (4) Drug 1: CC=C1C(=O)NC(C(=O)OC2CC(=O)NC(C(=O)NC(CSSCCC=C2)C(=O)N1)C(C)C)C(C)C. Drug 2: CC12CCC3C(C1CCC2OP(=O)(O)O)CCC4=C3C=CC(=C4)OC(=O)N(CCCl)CCCl.[Na+]. Cell line: NCI-H322M. Synergy scores: CSS=19.2, Synergy_ZIP=-2.33, Synergy_Bliss=-1.89, Synergy_Loewe=-25.1, Synergy_HSA=0.553.